This data is from Reaction yield outcomes from USPTO patents with 853,638 reactions. The task is: Predict the reaction yield, written as a fraction of the theoretical maximum amount of product (1.0 means a 100% yield; for example, 0.34 means a 34% yield). (1) The reactants are C[O:2][C:3](=O)[CH2:4][CH:5]([NH:13][C:14]([O:16][C:17]([CH3:20])([CH3:19])[CH3:18])=[O:15])[C:6]1[CH:11]=[CH:10][CH:9]=[CH:8][C:7]=1[Cl:12]. The catalyst is C1COCC1. The product is [C:17]([O:16][C:14](=[O:15])[NH:13][CH:5]([C:6]1[CH:11]=[CH:10][CH:9]=[CH:8][C:7]=1[Cl:12])[CH2:4][CH2:3][OH:2])([CH3:20])([CH3:18])[CH3:19]. The yield is 0.940. (2) The reactants are C(NC(C)C)(C)C.C([Li])CCC.CCCCCC.[N:19]1[CH:24]=[CH:23][CH:22]=[C:21]([CH3:25])[CH:20]=1.[C:26](OCC)(=[O:35])[C:27]1[CH:32]=[CH:31][C:30]([O:33][CH3:34])=[CH:29][CH:28]=1. The catalyst is O1CCCC1.O. The product is [CH3:34][O:33][C:30]1[CH:31]=[CH:32][C:27]([C:26](=[O:35])[CH2:25][C:21]2[CH:20]=[N:19][CH:24]=[CH:23][CH:22]=2)=[CH:28][CH:29]=1. The yield is 0.850.